This data is from Peptide-MHC class II binding affinity with 134,281 pairs from IEDB. The task is: Regression. Given a peptide amino acid sequence and an MHC pseudo amino acid sequence, predict their binding affinity value. This is MHC class II binding data. The peptide sequence is TAGEIHAVPFGLVSM. The MHC is HLA-DQA10201-DQB10303 with pseudo-sequence HLA-DQA10201-DQB10303. The binding affinity (normalized) is 0.589.